Dataset: Experimentally validated miRNA-target interactions with 360,000+ pairs, plus equal number of negative samples. Task: Binary Classification. Given a miRNA mature sequence and a target amino acid sequence, predict their likelihood of interaction. The miRNA is hsa-miR-3612 with sequence AGGAGGCAUCUUGAGAAAUGGA. The protein sequence of the target gene is MAMALTDPAQVSVTFDDVAVTFTQEEWGQLDLAQRTLYQEVMLENCGLLVSLGCPVPRPELIYHLEHGQEPWTRKEDLSQGTCPGDKGKPKSTEPTTCELALSEGISFWGQLTQGASGDSQLGQPKDQDGFSEMQGERLRPGLDSQKEKLPGKMSPKHDGLGTADSVCSRIIQDRVSLGDDVHDCDSHGSGKNPVIQEEENIFKCNECEKVFNKKRLLARHERIHSGVKPYECTECGKTFSKSTYLLQHHMVHTGEKPYKCMECGKAFNRKSHLTQHQRIHSGEKPYKCSECGKAFTHRS.... Result: 1 (interaction).